From a dataset of Catalyst prediction with 721,799 reactions and 888 catalyst types from USPTO. Predict which catalyst facilitates the given reaction. (1) Reactant: [NH2:1][C:2]1[C:11]([CH3:12])=[CH:10][C:9]([Cl:13])=[CH:8][C:3]=1[C:4]([O:6][CH3:7])=[O:5].C(OC(=O)C)(=O)C.CC([O-])=O.[K+].[N:26](OCCC(C)C)=O. The catalyst class is: 22. Product: [Cl:13][C:9]1[CH:10]=[C:11]2[C:2](=[C:3]([C:4]([O:6][CH3:7])=[O:5])[CH:8]=1)[NH:1][N:26]=[CH:12]2. (2) Reactant: C[O:2][C:3](=[O:34])/[C:4](/[NH:12][C:13](=[O:33])[C:14]1[C:19]([CH3:20])=[CH:18][C:17]([C:21]([NH:23][CH2:24][C:25]2[CH:30]=[CH:29][CH:28]=[C:27]([OH:31])[CH:26]=2)=[O:22])=[CH:16][C:15]=1[Cl:32])=[CH:5]/[C:6]1[CH:11]=[CH:10][CH:9]=[CH:8][CH:7]=1.O.[OH-].[Li+]. Product: [Cl:32][C:15]1[CH:16]=[C:17]([C:21]([NH:23][CH2:24][C:25]2[CH:30]=[CH:29][CH:28]=[C:27]([OH:31])[CH:26]=2)=[O:22])[CH:18]=[C:19]([CH3:20])[C:14]=1[C:13]([NH:12]/[C:4](=[CH:5]\[C:6]1[CH:7]=[CH:8][CH:9]=[CH:10][CH:11]=1)/[C:3]([OH:34])=[O:2])=[O:33]. The catalyst class is: 364. (3) Reactant: [CH:1]1[C:9]2[C:8]3[CH:10]=[CH:11][CH:12]=[CH:13][C:7]=3[S:6][C:5]=2[C:4]([C:14]2[CH:19]=[C:18]([C:20]3[C:25]4[S:26][C:27]5[CH:32]=[CH:31][CH:30]=[CH:29][C:28]=5[C:24]=4[CH:23]=[CH:22][CH:21]=3)[CH:17]=[CH:16][C:15]=2[OH:33])=[CH:3][CH:2]=1.C(Cl)Cl.C(N(CC)CC)C.[C:44](Cl)(=[O:47])[CH:45]=[CH2:46]. Product: [C:44]([O:33][C:15]1[CH:16]=[CH:17][C:18]([C:20]2[C:25]3[S:26][C:27]4[CH:32]=[CH:31][CH:30]=[CH:29][C:28]=4[C:24]=3[CH:23]=[CH:22][CH:21]=2)=[CH:19][C:14]=1[C:4]1[C:5]2[S:6][C:7]3[CH:13]=[CH:12][CH:11]=[CH:10][C:8]=3[C:9]=2[CH:1]=[CH:2][CH:3]=1)(=[O:47])[CH:45]=[CH2:46]. The catalyst class is: 6. (4) Reactant: [N+:1]([C:4]1[C:12]2[C:7](=[CH:8][CH:9]=[C:10]([C:13]([N:15]3[CH2:19][CH2:18][C@@H:17]([NH:20]C(=O)OC(C)(C)C)[CH2:16]3)=[O:14])[CH:11]=2)[NH:6][C:5]=1[C:28]1[C:37](=[O:38])[NH:36][C:35]2[C:30](=[CH:31][CH:32]=[CH:33][CH:34]=2)[N:29]=1)([O-:3])=[O:2].C(O)(C(F)(F)F)=O.CCOCC. The catalyst class is: 2. Product: [NH2:20][C@@H:17]1[CH2:18][CH2:19][N:15]([C:13]([C:10]2[CH:11]=[C:12]3[C:7](=[CH:8][CH:9]=2)[NH:6][C:5]([C:28]2[C:37](=[O:38])[NH:36][C:35]4[C:30]([N:29]=2)=[CH:31][CH:32]=[CH:33][CH:34]=4)=[C:4]3[N+:1]([O-:3])=[O:2])=[O:14])[CH2:16]1. (5) Reactant: C(N(CC)CC)C.[CH3:8][C:9]1([CH3:35])[NH:13][CH2:12][CH:11]([CH2:14][N:15]2[C:23]3[C:18](=[CH:19][C:20]([C:24]4[CH:25]=[N:26][N:27]([CH:29]5[CH2:34][CH2:33][CH2:32][CH2:31][O:30]5)[CH:28]=4)=[CH:21][CH:22]=3)[CH:17]=[N:16]2)[CH2:10]1.[C:36]1([CH2:42][CH2:43][C:44](Cl)=[O:45])[CH:41]=[CH:40][CH:39]=[CH:38][CH:37]=1.C(=O)(O)[O-].[Na+]. Product: [CH3:8][C:9]1([CH3:35])[CH2:10][CH:11]([CH2:14][N:15]2[C:23]3[C:18](=[CH:19][C:20]([C:24]4[CH:25]=[N:26][N:27]([CH:29]5[CH2:34][CH2:33][CH2:32][CH2:31][O:30]5)[CH:28]=4)=[CH:21][CH:22]=3)[CH:17]=[N:16]2)[CH2:12][N:13]1[C:44](=[O:45])[CH2:43][CH2:42][C:36]1[CH:41]=[CH:40][CH:39]=[CH:38][CH:37]=1. The catalyst class is: 4. (6) Reactant: [CH2:1]([N:8]([CH3:19])[CH:9]1[CH2:18][C@@H:12]2[CH2:13][NH:14][C:15](=[O:17])[CH2:16][C@@H:11]2[CH2:10]1)[C:2]1[CH:7]=[CH:6][CH:5]=[CH:4][CH:3]=1.[H-].[Na+].[CH3:22]I.O. Product: [CH2:1]([N:8]([CH3:19])[CH:9]1[CH2:18][C@@H:12]2[CH2:13][N:14]([CH3:22])[C:15](=[O:17])[CH2:16][C@@H:11]2[CH2:10]1)[C:2]1[CH:7]=[CH:6][CH:5]=[CH:4][CH:3]=1. The catalyst class is: 7.